Dataset: Full USPTO retrosynthesis dataset with 1.9M reactions from patents (1976-2016). Task: Predict the reactants needed to synthesize the given product. (1) Given the product [C:1]([C:3]1[CH:8]=[CH:7][C:6]([C:9]2[S:10][C:11]([C:20]([C:22]3[O:23][CH:24]=[CH:25][CH:26]=3)=[O:21])=[CH:12][C:13]=2[CH2:14][C:15]([OH:17])=[O:16])=[CH:5][CH:4]=1)#[N:2], predict the reactants needed to synthesize it. The reactants are: [C:1]([C:3]1[CH:8]=[CH:7][C:6]([C:9]2[S:10][C:11]([C:20]([C:22]3[O:23][CH:24]=[CH:25][CH:26]=3)=[O:21])=[CH:12][C:13]=2[CH2:14][C:15]([O:17]CC)=[O:16])=[CH:5][CH:4]=1)#[N:2].O1CCCC1.[OH-].[Na+]. (2) Given the product [F:45][CH:28]([F:27])[CH2:29][O:30][C:31]1[CH:36]=[CH:35][CH:34]=[C:33]([C:37]([F:38])([F:39])[F:40])[C:32]=1[S:41]([NH:6][C:7]1[N:15]=[C:14]2[N:9]([C:10]([O:18][CH3:19])=[N:11][CH:12]=[C:13]2[O:16][CH3:17])[N:8]=1)(=[O:42])=[O:43], predict the reactants needed to synthesize it. The reactants are: CSC.ClCl.[NH2:6][C:7]1[N:15]=[C:14]2[N:9]([C:10]([O:18][CH3:19])=[N:11][CH:12]=[C:13]2[O:16][CH3:17])[N:8]=1.N1C=CC=C(C)C=1.[F:27][CH:28]([F:45])[CH2:29][O:30][C:31]1[CH:36]=[CH:35][CH:34]=[C:33]([C:37]([F:40])([F:39])[F:38])[C:32]=1[S:41](Cl)(=[O:43])=[O:42].S(Cl)(Cl)(=O)=O. (3) Given the product [OH:8][CH2:9][CH2:10][N:11]1[CH2:16][CH2:15][NH:14][CH2:13][C:12]1=[O:24], predict the reactants needed to synthesize it. The reactants are: [Si]([O:8][CH2:9][CH2:10][N:11]1[CH2:16][CH2:15][N:14](C(OC(C)(C)C)=O)[CH2:13][C:12]1=[O:24])(C(C)(C)C)(C)C.Cl. (4) Given the product [Cl:1][C:2]1[CH:3]=[C:4]([C@@H:12]([CH2:22][CH:23]2[CH2:24][CH2:25][CH2:26][CH2:27]2)[C:13]([NH:15][C:16]2[CH:20]=[CH:19][N:18]([CH2:21][C:52]3[CH:55]=[CH:56][C:49]([C:48]#[N:45])=[CH:50][CH:51]=3)[N:17]=2)=[O:14])[CH:5]=[CH:6][C:7]=1[S:8]([CH3:11])(=[O:10])=[O:9], predict the reactants needed to synthesize it. The reactants are: [Cl:1][C:2]1[CH:3]=[C:4]([C@@H:12]([CH2:22][CH:23]2[CH2:27][CH2:26][CH2:25][CH2:24]2)[C:13]([NH:15][C:16]2[CH:20]=[CH:19][N:18]([CH3:21])[N:17]=2)=[O:14])[CH:5]=[CH:6][C:7]=1[S:8]([CH3:11])(=[O:10])=[O:9].C(Cl)(=O)C(Cl)=O.N1C(C)=CC=CC=1C.NC1C=C[N:45]([CH2:48][C:49]2[CH:56]=[CH:55][C:52](C#N)=[CH:51][CH:50]=2)N=1.